Dataset: Forward reaction prediction with 1.9M reactions from USPTO patents (1976-2016). Task: Predict the product of the given reaction. (1) Given the reactants [Cl:1][C:2]1[CH:7]=[CH:6][C:5]([CH2:8][C:9]([NH:11][NH:12][C:13]2[N:18]=[N:17][C:16]([C:19]3[CH:24]=[CH:23][C:22]([NH:25][S:26]([CH3:29])(=[O:28])=[O:27])=[CH:21][CH:20]=3)=[CH:15][CH:14]=2)=O)=[CH:4][CH:3]=1.C1(P(C2C=CC=CC=2)C2C=CC=CC=2)C=CC=CC=1.N([Si](C)(C)C)=[N+]=[N-].N(C(OCC)=O)=NC(OCC)=O, predict the reaction product. The product is: [Cl:1][C:2]1[CH:7]=[CH:6][C:5]([CH2:8][C:9]2[N:18]3[N:17]=[C:16]([C:19]4[CH:24]=[CH:23][C:22]([NH:25][S:26]([CH3:29])(=[O:28])=[O:27])=[CH:21][CH:20]=4)[CH:15]=[CH:14][C:13]3=[N:12][N:11]=2)=[CH:4][CH:3]=1. (2) Given the reactants FC(F)(F)S(O[C:7]1[CH:12]=[CH:11][C:10]([CH:13]=[O:14])=[CH:9][C:8]=1[O:15][CH3:16])(=O)=O.CCOC(C)=O.[CH3:25][N:26](C=O)C, predict the reaction product. The product is: [CH:13]([C:10]1[CH:11]=[CH:12][C:7]([C:25]#[N:26])=[C:8]([O:15][CH3:16])[CH:9]=1)=[O:14]. (3) The product is: [CH:19]1([CH:24]([C:28]2[CH:33]=[CH:32][C:31]([CH2:34][N:35]3[CH2:43][C:42]4[C:37](=[CH:38][CH:39]=[CH:40][C:41]=4[F:44])[C:36]3=[O:45])=[CH:30][CH:29]=2)[C:25]([NH:1][C:2]2[CH:3]=[C:4]([CH:16]=[CH:17][CH:18]=2)[CH2:5][C:6]2([C:9]([O:11][C:12]([CH3:15])([CH3:13])[CH3:14])=[O:10])[CH2:8][CH2:7]2)=[O:26])[CH2:23][CH2:22][CH2:21][CH2:20]1. Given the reactants [NH2:1][C:2]1[CH:3]=[C:4]([CH:16]=[CH:17][CH:18]=1)[CH2:5][C:6]1([C:9]([O:11][C:12]([CH3:15])([CH3:14])[CH3:13])=[O:10])[CH2:8][CH2:7]1.[CH:19]1([CH:24]([C:28]2[CH:33]=[CH:32][C:31]([CH2:34][N:35]3[CH2:43][C:42]4[C:37](=[CH:38][CH:39]=[CH:40][C:41]=4[F:44])[C:36]3=[O:45])=[CH:30][CH:29]=2)[C:25](O)=[O:26])[CH2:23][CH2:22][CH2:21][CH2:20]1.CCN(C(C)C)C(C)C.CN(C(ON1N=NC2C=CC=NC1=2)=[N+](C)C)C.F[P-](F)(F)(F)(F)F, predict the reaction product. (4) The product is: [CH3:1][N:2]1[C:6]([CH:7]([C:9]2[C:18]3[C:13](=[CH:14][CH:15]=[CH:16][CH:17]=3)[CH:12]=[CH:11][CH:10]=2)[OH:8])=[CH:5][N:4]=[C:3]1[O:19][CH2:20][CH2:21][CH2:22][N:23]1[CH2:28][CH2:27][CH2:26][CH2:25][CH2:24]1. Given the reactants [CH3:1][N:2]1[C:6]([C:7]([C:9]2[C:18]3[C:13](=[CH:14][CH:15]=[CH:16][CH:17]=3)[CH:12]=[CH:11][CH:10]=2)=[O:8])=[CH:5][N:4]=[C:3]1[O:19][CH2:20][CH2:21][CH2:22][N:23]1[CH2:28][CH2:27][CH2:26][CH2:25][CH2:24]1, predict the reaction product. (5) Given the reactants Br[CH2:2][C:3]1[N:8]=[C:7]([NH:9]C(=O)C(C)(C)C)[CH:6]=[CH:5][CH:4]=1.C(OC([N:23]1[C:27]2[CH:28]=[CH:29][CH:30]=[CH:31][C:26]=2[N:25]=[C:24]1[CH2:32][NH:33][CH:34]1[C:43]2[N:42]=[CH:41][CH:40]=[CH:39][C:38]=2[CH2:37][CH2:36][CH2:35]1)=O)(C)(C)C.C(N(CC)C(C)C)(C)C.[I-].[K+], predict the reaction product. The product is: [NH2:9][C:7]1[N:8]=[C:3]([CH2:2][N:33]([CH2:32][C:24]2[NH:23][C:27]3[CH:28]=[CH:29][CH:30]=[CH:31][C:26]=3[N:25]=2)[CH:34]2[C:43]3[N:42]=[CH:41][CH:40]=[CH:39][C:38]=3[CH2:37][CH2:36][CH2:35]2)[CH:4]=[CH:5][CH:6]=1. (6) Given the reactants [CH3:1][S:2]([O:5][C:6]1[C:14]([O:15][CH3:16])=[CH:13][C:12]([C:17]2[N:18]([C:28]([O:30][C:31]([CH3:34])([CH3:33])[CH3:32])=[O:29])[C:19]3[C:24]([CH:25]=2)=[C:23]([CH:26]=O)[CH:22]=[CH:21][CH:20]=3)=[C:11]2[C:7]=1[CH2:8][NH:9][C:10]2=[O:35])(=[O:4])=[O:3].[CH3:36][O:37][CH2:38][CH2:39][NH2:40].C(O)(=O)C.C(O[BH-](OC(=O)C)OC(=O)C)(=O)C.[Na+], predict the reaction product. The product is: [CH3:1][S:2]([O:5][C:6]1[C:14]([O:15][CH3:16])=[CH:13][C:12]([C:17]2[N:18]([C:28]([O:30][C:31]([CH3:33])([CH3:32])[CH3:34])=[O:29])[C:19]3[C:24]([CH:25]=2)=[C:23]([CH2:26][NH:40][CH2:39][CH2:38][O:37][CH3:36])[CH:22]=[CH:21][CH:20]=3)=[C:11]2[C:7]=1[CH2:8][NH:9][C:10]2=[O:35])(=[O:3])=[O:4].